From a dataset of Reaction yield outcomes from USPTO patents with 853,638 reactions. Predict the reaction yield, written as a fraction of the theoretical maximum amount of product (1.0 means a 100% yield; for example, 0.34 means a 34% yield). The product is [F:16][C:12]1[C:13]([F:15])=[CH:14][C:2]([C:17]#[N:18])=[C:3]([O:4][C:5]2[CH:10]=[CH:9][CH:8]=[CH:7][N:6]=2)[CH:11]=1. The reactants are Br[C:2]1[CH:14]=[C:13]([F:15])[C:12]([F:16])=[CH:11][C:3]=1[O:4][C:5]1[CH:10]=[CH:9][CH:8]=[CH:7][N:6]=1.[CH3:17][N:18](C)C=O. The yield is 0.440. The catalyst is [C-]#N.[C-]#N.[Zn+2].